Dataset: Aqueous solubility values for 9,982 compounds from the AqSolDB database. Task: Regression/Classification. Given a drug SMILES string, predict its absorption, distribution, metabolism, or excretion properties. Task type varies by dataset: regression for continuous measurements (e.g., permeability, clearance, half-life) or binary classification for categorical outcomes (e.g., BBB penetration, CYP inhibition). For this dataset (solubility_aqsoldb), we predict Y. (1) The molecule is CC(C)=CCC(C)(C)C(=O)C(C)C. The Y is -3.49 log mol/L. (2) The compound is C/C(=C\C(=O)O)C(=O)O. The Y is -0.694 log mol/L. (3) The molecule is CC(=O)C(O)c1ccccc1. The Y is -1.18 log mol/L. (4) The molecule is CCC(=O)OCN1C(=O)NC(c2ccccc2)(c2ccccc2)C1=O. The Y is -4.91 log mol/L. (5) The compound is CC(C)c1ccc(C(C)CC=O)cc1. The Y is -3.46 log mol/L. (6) The drug is COCCOCCOCCOCCOC. The Y is 0.653 log mol/L.